This data is from Full USPTO retrosynthesis dataset with 1.9M reactions from patents (1976-2016). The task is: Predict the reactants needed to synthesize the given product. (1) Given the product [CH2:1]([N:8]([CH2:17][CH2:18][Br:46])[CH2:9][C:10]([O:12][C:13]([CH3:16])([CH3:15])[CH3:14])=[O:11])[C:2]1[CH:7]=[CH:6][CH:5]=[CH:4][CH:3]=1, predict the reactants needed to synthesize it. The reactants are: [CH2:1]([N:8]([CH2:17][CH2:18]O)[CH2:9][C:10]([O:12][C:13]([CH3:16])([CH3:15])[CH3:14])=[O:11])[C:2]1[CH:7]=[CH:6][CH:5]=[CH:4][CH:3]=1.C1C=CC(P(C2C=CC=CC=2)C2C=CC=CC=2)=CC=1.C1C(=O)N([Br:46])C(=O)C1. (2) Given the product [F:1][C:2]1[CH:7]=[CH:6][C:5]([CH2:8][C:9]2[CH:18]=[C:17]3[C:12]([C:13]([OH:36])=[C:14]([C:31]([NH:42][CH:38]([CH3:37])[CH2:39][O:40][CH3:41])=[O:32])[C:15](=[O:30])[N:16]3[CH2:19][CH2:20][CH2:21][S:22]([N:25]3[CH2:29][CH2:28][CH2:27][CH2:26]3)(=[O:23])=[O:24])=[N:11][CH:10]=2)=[CH:4][CH:3]=1, predict the reactants needed to synthesize it. The reactants are: [F:1][C:2]1[CH:7]=[CH:6][C:5]([CH2:8][C:9]2[CH:18]=[C:17]3[C:12]([C:13]([OH:36])=[C:14]([C:31](OCC)=[O:32])[C:15](=[O:30])[N:16]3[CH2:19][CH2:20][CH2:21][S:22]([N:25]3[CH2:29][CH2:28][CH2:27][CH2:26]3)(=[O:24])=[O:23])=[N:11][CH:10]=2)=[CH:4][CH:3]=1.[CH3:37][CH:38]([NH2:42])[CH2:39][O:40][CH3:41]. (3) Given the product [I:14][C:3]1[C:4]2[C:9](=[CH:8][CH:7]=[C:6]([CH:10]=[O:11])[CH:5]=2)[NH:1][N:2]=1, predict the reactants needed to synthesize it. The reactants are: [NH:1]1[C:9]2[C:4](=[CH:5][C:6]([CH:10]=[O:11])=[CH:7][CH:8]=2)[CH:3]=[N:2]1.[OH-].[K+].[I:14]I.[O-]S([O-])(=S)=O.[Na+].[Na+]. (4) Given the product [O:55]=[C:35]1[C:36]2([C:54]3[C:45](=[CH:46][C:47]4[O:52][CH2:51][CH2:50][O:49][C:48]=4[CH:53]=3)[O:44][CH2:43]2)[C:37]2[C:42](=[CH:41][CH:40]=[CH:39][CH:38]=2)[N:34]1[CH2:12][CH:13]1[CH2:14][CH2:15][N:16]([C:19]([O:21][C:22]([CH3:23])([CH3:24])[CH3:25])=[O:20])[CH2:17][CH2:18]1, predict the reactants needed to synthesize it. The reactants are: S(O[CH2:12][CH:13]1[CH2:18][CH2:17][N:16]([C:19]([O:21][C:22]([CH3:25])([CH3:24])[CH3:23])=[O:20])[CH2:15][CH2:14]1)(C1C=CC(C)=CC=1)(=O)=O.BrCC1CCCCO1.[NH:34]1[C:42]2[C:37](=[CH:38][CH:39]=[CH:40][CH:41]=2)[C:36]2([C:54]3[C:45](=[CH:46][C:47]4[O:52][CH2:51][CH2:50][O:49][C:48]=4[CH:53]=3)[O:44][CH2:43]2)[C:35]1=[O:55].